Predict the reaction yield, written as a fraction of the theoretical maximum amount of product (1.0 means a 100% yield; for example, 0.34 means a 34% yield). From a dataset of Reaction yield outcomes from USPTO patents with 853,638 reactions. (1) The catalyst is C1C=CC(/C=C/C(/C=C/C2C=CC=CC=2)=O)=CC=1.C1C=CC(/C=C/C(/C=C/C2C=CC=CC=2)=O)=CC=1.[Pd].[CH-]1C(P(C2C=CC=CC=2)C2C=CC=CC=2)=CC=C1.[CH-]1C(P(C2C=CC=CC=2)C2C=CC=CC=2)=CC=C1.[Fe+2].C1(C)C=CC=CC=1. The product is [C:36]1([NH:35][C:2]2[CH:3]=[CH:4][C:5]3[N:6]([C:15]4[CH:20]=[CH:19][CH:18]=[CH:17][CH:16]=4)[C:7]4[C:12]([C:13]=3[CH:14]=2)=[CH:11][CH:10]=[CH:9][CH:8]=4)[CH:41]=[CH:40][CH:39]=[CH:38][CH:37]=1. The yield is 0.750. The reactants are Br[C:2]1[CH:3]=[CH:4][C:5]2[N:6]([C:15]3[CH:20]=[CH:19][CH:18]=[CH:17][CH:16]=3)[C:7]3[C:12]([C:13]=2[CH:14]=1)=[CH:11][CH:10]=[CH:9][CH:8]=3.CC(C)([O-])C.[Na+].C1(C)C(C)=CC=CC=1.[NH2:35][C:36]1[CH:41]=[CH:40][CH:39]=[CH:38][CH:37]=1. (2) The reactants are [CH3:1][C:2]1[CH:8]=[C:7]([C:9]([OH:18])([C:14]([F:17])([F:16])[F:15])[C:10]([F:13])([F:12])[F:11])[CH:6]=[C:5]([CH3:19])[C:3]=1[NH2:4].[C:20]([NH:28][C:29]1[CH:30]=[C:31]([CH:35]=[CH:36][CH:37]=1)[C:32](Cl)=[O:33])(=[O:27])[C:21]1[CH:26]=[CH:25][CH:24]=[CH:23][CH:22]=1.N1C=CC=CC=1.C(=O)([O-])O.[Na+]. The catalyst is O.C(OCC)(=O)C.O1CCCC1. The product is [CH3:1][C:2]1[CH:8]=[C:7]([C:9]([OH:18])([C:10]([F:12])([F:13])[F:11])[C:14]([F:15])([F:16])[F:17])[CH:6]=[C:5]([CH3:19])[C:3]=1[NH:4][C:32](=[O:33])[C:31]1[CH:35]=[CH:36][CH:37]=[C:29]([NH:28][C:20](=[O:27])[C:21]2[CH:22]=[CH:23][CH:24]=[CH:25][CH:26]=2)[CH:30]=1. The yield is 0.950. (3) The reactants are [CH3:1][C:2]1[CH2:7][C@@H:6]([C:8]2[CH:13]=[CH:12][C:11]([OH:14])=[CH:10][C:9]=2[OH:15])[C@H:5]([C:16]([C:18]2[CH:23]=[CH:22][C:21]([OH:24])=[CH:20][C:19]=2[OH:25])=[O:17])[C@@H:4]([C:26]2[C:31]3[O:32][C:33]([C:42]4[CH:47]=[CH:46][C:45]([OH:48])=[CH:44][C:43]=4[OH:49])=[C:34]([CH2:37][CH:38]=[C:39]([CH3:41])[CH3:40])[C:35](=[O:36])[C:30]=3[C:29]([OH:50])=[CH:28][C:27]=2[OH:51])[CH:3]=1.[CH3:52][C:53]1[CH2:58][CH:57]([C:59]2[CH:64]=[CH:63][C:62]([OH:65])=[CH:61][C:60]=2[OH:66])[C@H:56]([C:67]([C:69]2[CH:74]=[CH:73][C:72]([OH:75])=[C:71]([CH2:76][CH:77]=[C:78]([CH3:80])[CH3:79])[C:70]=2[OH:81])=[O:68])[C@@H:55]([C:82]2[C:87]3[O:88][C:89]([C:98]4[CH:103]=[CH:102][C:101]([OH:104])=[CH:100][C:99]=4[OH:105])=[C:90]([CH2:93][CH:94]=[C:95]([CH3:97])[CH3:96])[C:91](=[O:92])[C:86]=3[C:85]([OH:106])=[CH:84][C:83]=2[OH:107])[CH:54]=1. The catalyst is CCOC(C)=O. The product is [CH3:1][C:2]1[CH2:7][C@@H:6]([C:8]2[CH:13]=[CH:12][C:11]([OH:14])=[CH:10][C:9]=2[OH:15])[C@H:5]([C:16]([C:18]2[CH:23]=[CH:22][C:21]([OH:24])=[CH:20][C:19]=2[OH:25])=[O:17])[C@@H:4]([C:26]2[C:31]3[O:32][C:33]([C:42]4[CH:47]=[CH:46][C:45]([OH:48])=[CH:44][C:43]=4[OH:49])=[C:34]([CH2:37][CH:38]=[C:39]([CH3:40])[CH3:41])[C:35](=[O:36])[C:30]=3[C:29]([OH:50])=[CH:28][C:27]=2[OH:51])[CH:3]=1.[CH3:52][C:53]1[CH2:58][CH:57]([C:59]2[CH:64]=[CH:63][C:62]([OH:65])=[CH:61][C:60]=2[OH:66])[C@H:56]([C:67]([C:69]2[CH:74]=[CH:73][C:72]([OH:75])=[C:71]([CH2:76][CH:77]=[C:78]([CH3:79])[CH3:80])[C:70]=2[OH:81])=[O:68])[C@@H:55]([C:82]2[C:87]3[O:88][C:89]([C:98]4[CH:103]=[CH:102][C:101]([OH:104])=[CH:100][C:99]=4[OH:105])=[C:90]([CH2:93][CH:94]=[C:95]([CH3:96])[CH3:97])[C:91](=[O:92])[C:86]=3[C:85]([OH:106])=[CH:84][C:83]=2[OH:107])[CH:54]=1.[C:26]1([CH:4]=[CH:5][C:16]([C:18]2[CH:23]=[CH:22][CH:21]=[CH:20][CH:19]=2)=[O:17])[CH:27]=[CH:28][CH:29]=[CH:30][CH:31]=1.[CH2:6]([C:8]1[CH:13]=[CH:12][CH:11]=[CH:10][C:9]=1[OH:15])[CH:5]=[C:4]([CH3:26])[CH3:3]. The yield is 0.483. (4) The reactants are [C-:1]#[N:2].[Na+].Br[CH2:5][C:6]1[CH:15]=[CH:14][C:13]2[C:8](=[CH:9][CH:10]=[CH:11][CH:12]=2)[CH:7]=1. The catalyst is O.CCO. The product is [CH:7]1[C:8]2[C:13](=[CH:12][CH:11]=[CH:10][CH:9]=2)[CH:14]=[CH:15][C:6]=1[CH2:5][C:1]#[N:2]. The yield is 0.819. (5) The reactants are [F:1][C:2]1[CH:3]=[C:4]([CH:42]=[CH:43][CH:44]=1)[CH2:5][N:6]1[CH:10]=[C:9]([C:11]2[C:19]3[C:14](=[N:15][CH:16]=[C:17]([C:20]4[CH:25]=[CH:24][C:23]([N:26]5[CH2:31][CH2:30][NH:29][CH2:28][CH2:27]5)=[CH:22][CH:21]=4)[CH:18]=3)[N:13]([S:32]([C:35]3[CH:41]=[CH:40][C:38]([CH3:39])=[CH:37][CH:36]=3)(=[O:34])=[O:33])[CH:12]=2)[CH:8]=[N:7]1.C(=O)([O-])[O-].[K+].[K+].CN(C=O)C.Br[CH2:57][CH2:58][OH:59]. The catalyst is O. The product is [F:1][C:2]1[CH:3]=[C:4]([CH:42]=[CH:43][CH:44]=1)[CH2:5][N:6]1[CH:10]=[C:9]([C:11]2[C:19]3[C:14](=[N:15][CH:16]=[C:17]([C:20]4[CH:25]=[CH:24][C:23]([N:26]5[CH2:27][CH2:28][N:29]([CH2:57][CH2:58][OH:59])[CH2:30][CH2:31]5)=[CH:22][CH:21]=4)[CH:18]=3)[N:13]([S:32]([C:35]3[CH:41]=[CH:40][C:38]([CH3:39])=[CH:37][CH:36]=3)(=[O:33])=[O:34])[CH:12]=2)[CH:8]=[N:7]1. The yield is 0.750. (6) The reactants are [CH:1]([O:4][C:5]([N:7]1[CH2:13][CH2:12][CH2:11][C:10](=O)[C:9]2[CH:15]=[CH:16][C:17]([Cl:19])=[CH:18][C:8]1=2)=[O:6])([CH3:3])[CH3:2].Cl.[NH2:21][OH:22].C([O-])(=O)C.[Na+]. The catalyst is CCO.O. The product is [CH:1]([O:4][C:5]([N:7]1[CH2:13][CH2:12][CH2:11][C:10](=[N:21][OH:22])[C:9]2[CH:15]=[CH:16][C:17]([Cl:19])=[CH:18][C:8]1=2)=[O:6])([CH3:3])[CH3:2]. The yield is 0.960. (7) The reactants are [CH:1]1([C:4]2[C:9]([O:10][CH:11]([F:13])[F:12])=[CH:8][C:7](B3OC(C)(C)C(C)(C)O3)=[CH:6][N:5]=2)[CH2:3][CH2:2]1.[OH:23]O. The catalyst is CO. The product is [CH:1]1([C:4]2[N:5]=[CH:6][C:7]([OH:23])=[CH:8][C:9]=2[O:10][CH:11]([F:13])[F:12])[CH2:3][CH2:2]1. The yield is 0.580. (8) The reactants are [CH2:1]([CH:3]([CH2:7][CH:8]([CH2:12][CH3:13])[C:9]([OH:11])=[O:10])[C:4]([OH:6])=[O:5])[CH3:2].[CH2:14](O)[CH2:15][CH2:16][CH3:17].[OH-].[Na+]. The catalyst is O.C1(C)C=CC(S(O)(=O)=O)=CC=1.C1(C)C=CC=CC=1. The product is [CH2:1]([CH:3]([CH2:7][CH:8]([CH2:12][CH3:13])[C:9]([O:11][CH2:2][CH2:1][CH2:3][CH3:4])=[O:10])[C:4]([O:6][CH2:14][CH2:15][CH2:16][CH3:17])=[O:5])[CH3:2]. The yield is 0.734.